Task: Predict the reactants needed to synthesize the given product.. Dataset: Full USPTO retrosynthesis dataset with 1.9M reactions from patents (1976-2016) (1) The reactants are: Cl[C:2]1[N:7]=[CH:6][C:5]([CH2:8][C:9]2[C:10]([CH3:20])=[CH:11][C:12]([OH:19])=[C:13]([CH:18]=2)[C:14]([O:16][CH3:17])=[O:15])=[CH:4][CH:3]=1.C1COCC1.[CH3:26][N:27]1[CH:31]=[C:30](B2OC(C)(C)C(C)(C)O2)[C:29]([CH3:41])=[N:28]1.C(=O)([O-])[O-].[K+].[K+]. Given the product [CH3:26][N:27]1[CH:31]=[C:30]([C:2]2[N:7]=[CH:6][C:5]([CH2:8][C:9]3[C:10]([CH3:20])=[CH:11][C:12]([OH:19])=[C:13]([CH:18]=3)[C:14]([O:16][CH3:17])=[O:15])=[CH:4][CH:3]=2)[C:29]([CH3:41])=[N:28]1, predict the reactants needed to synthesize it. (2) Given the product [OH:2][C:3]1[CH:10]=[C:9]([N+:11]([O-:13])=[O:12])[CH:8]=[CH:7][C:4]=1[C:5]#[N:6], predict the reactants needed to synthesize it. The reactants are: C[O:2][C:3]1[CH:10]=[C:9]([N+:11]([O-:13])=[O:12])[CH:8]=[CH:7][C:4]=1[C:5]#[N:6].[Cl-].[Li+].